The task is: Predict which catalyst facilitates the given reaction.. This data is from Catalyst prediction with 721,799 reactions and 888 catalyst types from USPTO. Reactant: [O:1]=[C:2]1[C:7]2=[CH:8][C:9]3[CH:10]=[CH:11][C:12]([C:15]([NH:17][C@H:18]4[CH2:23][CH2:22][CH2:21][NH:20][CH2:19]4)=[O:16])=[CH:13][C:14]=3[N:6]2[C:5]2([CH2:26][CH2:25][CH2:24]2)[CH2:4][NH:3]1.[C:27](Cl)(=[O:30])[CH:28]=[CH2:29].CO.C(Cl)Cl. Product: [C:27]([N:20]1[CH2:21][CH2:22][CH2:23][C@H:18]([NH:17][C:15]([C:12]2[CH:11]=[CH:10][C:9]3[CH:8]=[C:7]4[C:2](=[O:1])[NH:3][CH2:4][C:5]5([CH2:24][CH2:25][CH2:26]5)[N:6]4[C:14]=3[CH:13]=2)=[O:16])[CH2:19]1)(=[O:30])[CH:28]=[CH2:29]. The catalyst class is: 1.